From a dataset of Forward reaction prediction with 1.9M reactions from USPTO patents (1976-2016). Predict the product of the given reaction. (1) Given the reactants [C:1]([O:5][C:6]([NH:8][C@H:9]1[CH2:14][CH2:13][C@H:12]([C:15](OC)=[O:16])[C@@H:11]([O:19][CH3:20])[CH2:10]1)=[O:7])([CH3:4])([CH3:3])[CH3:2].[AlH4-].[Li+], predict the reaction product. The product is: [OH:16][CH2:15][C@H:12]1[CH2:13][CH2:14][C@H:9]([NH:8][C:6](=[O:7])[O:5][C:1]([CH3:2])([CH3:3])[CH3:4])[CH2:10][C@@H:11]1[O:19][CH3:20]. (2) The product is: [Cl:16][CH2:17][CH:18]1[O:7][C:6]([C:5]2[CH:4]=[CH:3][C:2]([F:1])=[CH:15][CH:14]=2)([C:8]2[CH:13]=[CH:12][CH:11]=[CH:10][CH:9]=2)[S:20][CH2:19]1. Given the reactants [F:1][C:2]1[CH:15]=[CH:14][C:5]([C:6]([C:8]2[CH:13]=[CH:12][CH:11]=[CH:10][CH:9]=2)=[O:7])=[CH:4][CH:3]=1.[Cl:16][CH2:17][CH:18](O)[CH2:19][SH:20].CC1C=CC(S(O)(=O)=O)=CC=1, predict the reaction product. (3) Given the reactants Br[C:2]1[CH:3]=[C:4]([NH:10][C:11]2[CH:15]=[C:14]([CH3:16])[N:13]([CH3:17])[N:12]=2)[C:5](=[O:9])[N:6]([CH3:8])[CH:7]=1.[C:18]([O:21][CH2:22][C:23]1[C:28](B2OC(C)(C)C(C)(C)O2)=[CH:27][CH:26]=[CH:25][C:24]=1[N:38]1[CH2:50][CH2:49][N:41]2[C:42]3[CH2:43][CH2:44][CH2:45][CH2:46][C:47]=3[CH:48]=[C:40]2[C:39]1=[O:51])(=[O:20])[CH3:19].CC(O[Na])=O.[O-]P([O-])([O-])=O.[K+].[K+].[K+], predict the reaction product. The product is: [C:18]([O:21][CH2:22][C:23]1[C:24]([N:38]2[CH2:50][CH2:49][N:41]3[C:42]4[CH2:43][CH2:44][CH2:45][CH2:46][C:47]=4[CH:48]=[C:40]3[C:39]2=[O:51])=[CH:25][CH:26]=[CH:27][C:28]=1[C:2]1[CH:3]=[C:4]([NH:10][C:11]2[CH:15]=[C:14]([CH3:16])[N:13]([CH3:17])[N:12]=2)[C:5](=[O:9])[N:6]([CH3:8])[CH:7]=1)(=[O:20])[CH3:19]. (4) The product is: [Cl:1][C:2]1[CH:3]=[C:4]([NH:8][C:9](=[O:21])[C:10](=[CH:26][C:25]2[CH:28]=[C:29]([O:33][CH3:34])[C:30]([O:31][CH3:32])=[C:23]([Br:22])[CH:24]=2)[C:11]([NH:13][C:14]2[CH:19]=[CH:18][CH:17]=[C:16]([Cl:20])[CH:15]=2)=[O:12])[CH:5]=[CH:6][CH:7]=1. Given the reactants [Cl:1][C:2]1[CH:3]=[C:4]([NH:8][C:9](=[O:21])[CH2:10][C:11]([NH:13][C:14]2[CH:19]=[CH:18][CH:17]=[C:16]([Cl:20])[CH:15]=2)=[O:12])[CH:5]=[CH:6][CH:7]=1.[Br:22][C:23]1[CH:24]=[C:25]([CH:28]=[C:29]([O:33][CH3:34])[C:30]=1[O:31][CH3:32])[CH:26]=O, predict the reaction product.